From a dataset of Full USPTO retrosynthesis dataset with 1.9M reactions from patents (1976-2016). Predict the reactants needed to synthesize the given product. Given the product [N:1]1([C:13]([O:15][C:16]([CH3:19])([CH3:18])[CH3:17])=[O:14])[CH2:12][CH2:11][CH2:10][C@H:2]1[C:3]([NH:5][CH2:6][C:7]([NH:27][CH2:28][CH2:29][CH2:30][OH:31])=[O:9])=[O:4], predict the reactants needed to synthesize it. The reactants are: [N:1]1([C:13]([O:15][C:16]([CH3:19])([CH3:18])[CH3:17])=[O:14])[CH2:12][CH2:11][CH2:10][C@H:2]1[C:3]([NH:5][CH2:6][C:7]([OH:9])=O)=[O:4].CN1CCOCC1.[NH2:27][CH2:28][CH2:29][CH2:30][OH:31].